This data is from Reaction yield outcomes from USPTO patents with 853,638 reactions. The task is: Predict the reaction yield, written as a fraction of the theoretical maximum amount of product (1.0 means a 100% yield; for example, 0.34 means a 34% yield). The reactants are [C:1]([C:3]1[CH:8]=[CH:7][C:6]([CH:9]([CH3:31])[C:10]([NH:12][CH2:13][C:14]2[C:15]([C:24]3[CH:25]=[C:26]([CH3:30])[CH:27]=[CH:28][CH:29]=3)=[N:16][C:17]([C:20]([F:23])([F:22])[F:21])=[CH:18][CH:19]=2)=[O:11])=[CH:5][CH:4]=1)#[N:2].[BH4-].[Na+]. The catalyst is C(O)C. The product is [NH2:2][CH2:1][C:3]1[CH:4]=[CH:5][C:6]([CH:9]([CH3:31])[C:10]([NH:12][CH2:13][C:14]2[C:15]([C:24]3[CH:25]=[C:26]([CH3:30])[CH:27]=[CH:28][CH:29]=3)=[N:16][C:17]([C:20]([F:23])([F:21])[F:22])=[CH:18][CH:19]=2)=[O:11])=[CH:7][CH:8]=1. The yield is 0.640.